Regression. Given a peptide amino acid sequence and an MHC pseudo amino acid sequence, predict their binding affinity value. This is MHC class II binding data. From a dataset of Peptide-MHC class II binding affinity with 134,281 pairs from IEDB. (1) The peptide sequence is AHLAEENEGDNACKR. The MHC is HLA-DQA10103-DQB10603 with pseudo-sequence HLA-DQA10103-DQB10603. The binding affinity (normalized) is 0. (2) The peptide sequence is AWMSAAATQAEQAAT. The MHC is DRB1_1101 with pseudo-sequence DRB1_1101. The binding affinity (normalized) is 0.0786. (3) The peptide sequence is ISTNIRQAGVQYSRA. The MHC is DRB1_0802 with pseudo-sequence DRB1_0802. The binding affinity (normalized) is 0.588. (4) The peptide sequence is AHARSYQTLSTQAAA. The MHC is DRB1_0101 with pseudo-sequence DRB1_0101. The binding affinity (normalized) is 0.617. (5) The peptide sequence is AGWLFHVRGARRSGD. The MHC is DRB1_0701 with pseudo-sequence DRB1_0701. The binding affinity (normalized) is 0.719. (6) The MHC is HLA-DQA10401-DQB10402 with pseudo-sequence HLA-DQA10401-DQB10402. The peptide sequence is ATAAAIQLKCSDSMP. The binding affinity (normalized) is 0.0617. (7) The MHC is HLA-DQA10401-DQB10402 with pseudo-sequence HLA-DQA10401-DQB10402. The binding affinity (normalized) is 0.0588. The peptide sequence is EVIPTAFKIGKTYTP. (8) The peptide sequence is EPLQGPFNFRFLTEKGMKNV. The MHC is DRB1_0101 with pseudo-sequence DRB1_0101. The binding affinity (normalized) is 0.782. (9) The peptide sequence is VEDNLVKLKNVLNVY. The MHC is DRB1_0301 with pseudo-sequence DRB1_0301. The binding affinity (normalized) is 0.0987.